From a dataset of Reaction yield outcomes from USPTO patents with 853,638 reactions. Predict the reaction yield, written as a fraction of the theoretical maximum amount of product (1.0 means a 100% yield; for example, 0.34 means a 34% yield). The reactants are Br[C:2]1[N:7]=[C:6]2[N:8]([C@H:12]([C:14]3[CH:19]=[CH:18][CH:17]=[CH:16][CH:15]=3)[CH3:13])[C:9]([OH:11])=[N:10][C:5]2=[N:4][CH:3]=1.[CH:20](/B(O)O)=[CH:21]/[CH3:22]. No catalyst specified. The product is [C:14]1([C@@H:12]([N:8]2[C:6]3=[N:7][C:2](/[CH:20]=[CH:21]\[CH3:22])=[CH:3][N:4]=[C:5]3[N:10]=[C:9]2[OH:11])[CH3:13])[CH:19]=[CH:18][CH:17]=[CH:16][CH:15]=1. The yield is 0.630.